Dataset: Reaction yield outcomes from USPTO patents with 853,638 reactions. Task: Predict the reaction yield, written as a fraction of the theoretical maximum amount of product (1.0 means a 100% yield; for example, 0.34 means a 34% yield). (1) The reactants are [CH2:1]([NH:8][C:9]([C:11]1[S:12][C:13]([N:17]2[CH:22]=[CH:21][C:20]([OH:23])=[CH:19][C:18]2=[O:24])=[CH:14][C:15]=1[CH3:16])=[O:10])[C:2]1[CH:7]=[CH:6][CH:5]=[CH:4][CH:3]=1.C(N(CC)CC)C.[F:32][C:33]([F:46])([F:45])[S:34](O[S:34]([C:33]([F:46])([F:45])[F:32])(=[O:36])=[O:35])(=[O:36])=[O:35]. The catalyst is ClCCl. The product is [F:32][C:33]([F:46])([F:45])[S:34]([O:23][C:20]1[CH:21]=[CH:22][N:17]([C:13]2[S:12][C:11]([C:9](=[O:10])[NH:8][CH2:1][C:2]3[CH:3]=[CH:4][CH:5]=[CH:6][CH:7]=3)=[C:15]([CH3:16])[CH:14]=2)[C:18](=[O:24])[CH:19]=1)(=[O:36])=[O:35]. The yield is 0.740. (2) The product is [N+:20]([C:15]1[CH:16]=[N:17][CH:18]=[CH:19][C:14]=1[C:31]1[CH2:40][CH2:39][C:34]2([O:38][CH2:37][CH2:36][O:35]2)[CH2:33][CH:32]=1)([O-:22])=[O:21]. The yield is 0.830. The reactants are COCCOC.C(=O)([O-])[O-].[Na+].[Na+].Cl[C:14]1[CH:19]=[CH:18][N:17]=[CH:16][C:15]=1[N+:20]([O-:22])=[O:21].CC1(C)C(C)(C)OB([C:31]2[CH2:40][CH2:39][C:34]3([O:38][CH2:37][CH2:36][O:35]3)[CH2:33][CH:32]=2)O1. The catalyst is C(OCC)(=O)C.C1C=CC(P(C2C=CC=CC=2)[C-]2C=CC=C2)=CC=1.C1C=CC(P(C2C=CC=CC=2)[C-]2C=CC=C2)=CC=1.Cl[Pd]Cl.[Fe+2].C(Cl)Cl. (3) The reactants are [CH3:1][C:2]1[CH:6]=[C:5]([N:7]2[CH2:11][CH2:10][N:9]([CH2:12][C:13]3[CH:18]=[CH:17][C:16](C(F)(F)F)=[CH:15][CH:14]=3)[C:8]2=[O:23])[S:4][C:3]=1[C:24]([O:26]CC)=[O:25].C(N1CCN(C2SC(C(OCC)=O)=C(C)C=2)C1=O)C1C=CC=CC=1. No catalyst specified. The product is [CH2:12]([N:9]1[CH2:10][CH2:11][N:7]([C:5]2[S:4][C:3]([C:24]([OH:26])=[O:25])=[C:2]([CH3:1])[CH:6]=2)[C:8]1=[O:23])[C:13]1[CH:18]=[CH:17][CH:16]=[CH:15][CH:14]=1. The yield is 0.910. (4) The reactants are Cl[C:2]1[CH:3]=[C:4]2[C:9](=[CH:10][CH:11]=1)[N:8]=[CH:7][CH:6]=[C:5]2[O:12][CH3:13].CC(C)([O-])C.[K+].[CH3:20][C:21]1[N:26]=[C:25]([C:27](=[O:29])[CH3:28])[CH:24]=[CH:23][CH:22]=1.C(O)(=O)C. The catalyst is O.C([O-])(=O)C.[Pd+2].C([O-])(=O)C.C1(P(C2CCCCC2)C2C=CC=CC=2C2C=CC=CC=2N(C)C)CCCCC1. The product is [CH3:13][O:12][C:5]1[C:4]2[C:9](=[CH:10][CH:11]=[C:2]([CH2:28][C:27]([C:25]3[CH:24]=[CH:23][CH:22]=[C:21]([CH3:20])[N:26]=3)=[O:29])[CH:3]=2)[N:8]=[CH:7][CH:6]=1. The yield is 0.560. (5) The reactants are [OH:1][C:2]1[C:7]2[CH:8]=[CH:9][S:10][C:6]=2[CH:5]=[CH:4][CH:3]=1.[OH-].[K+].[C:13]([OH:17])(=[O:16])[CH:14]=[O:15].Cl.[CH2:19]([N:23]([CH2:28][CH2:29][CH2:30][CH3:31])[CH2:24][CH2:25][CH2:26][CH3:27])[CH2:20][CH2:21][CH3:22]. The catalyst is O.COC(C)(C)C. The product is [OH:15][CH:14]([C:5]1[C:6]2[S:10][CH:9]=[CH:8][C:7]=2[C:2]([OH:1])=[CH:3][CH:4]=1)[C:13]([O-:17])=[O:16].[CH2:28]([NH+:23]([CH2:19][CH2:20][CH2:21][CH3:22])[CH2:24][CH2:25][CH2:26][CH3:27])[CH2:29][CH2:30][CH3:31]. The yield is 0.531. (6) The reactants are [NH2:1][CH2:2][C:3]1[CH:4]=[C:5]([CH:15]=[CH:16][CH:17]=1)[CH2:6][NH:7][C:8](=[O:14])[O:9][C:10]([CH3:13])([CH3:12])[CH3:11].CO.[F:20][C:21]([F:31])([F:30])[C:22]1[CH:29]=[CH:28][C:25]([CH:26]=O)=[CH:24][CH:23]=1.C(O[BH-](OC(=O)C)OC(=O)C)(=O)C.[Na+].Cl. No catalyst specified. The product is [F:20][C:21]([F:30])([F:31])[C:22]1[CH:29]=[CH:28][C:25]([CH2:26][NH:1][CH2:2][C:3]2[CH:4]=[C:5]([CH:15]=[CH:16][CH:17]=2)[CH2:6][NH:7][C:8](=[O:14])[O:9][C:10]([CH3:12])([CH3:13])[CH3:11])=[CH:24][CH:23]=1. The yield is 0.470.